This data is from Orexin1 receptor HTS with 218,158 compounds and 233 confirmed actives. The task is: Binary Classification. Given a drug SMILES string, predict its activity (active/inactive) in a high-throughput screening assay against a specified biological target. (1) The molecule is S(CC(=O)NC1CCC(CC1)C)c1oc(nn1)c1cccnc1. The result is 0 (inactive). (2) The drug is s1c2c(c(c1NC(=O)C)C(OCC)=O)cccc2OC(=O)C. The result is 0 (inactive). (3) The compound is Clc1cc(c2[nH]n3c(=O)c4CCCCc4nc3c2)ccc1. The result is 0 (inactive). (4) The drug is S(CC(=O)N1CCCc2c1cccc2)c1n(nnn1)c1ccccc1. The result is 0 (inactive). (5) The molecule is Clc1n(nc(c1C1C(=C(OC(N)=C1C#N)C)C(OCC=C)=O)C)c1ccccc1. The result is 0 (inactive). (6) The result is 0 (inactive). The drug is O(CC(=O)Nc1cc(OC)c(OC)cc1)c1cc(OC)ccc1.